This data is from Reaction yield outcomes from USPTO patents with 853,638 reactions. The task is: Predict the reaction yield, written as a fraction of the theoretical maximum amount of product (1.0 means a 100% yield; for example, 0.34 means a 34% yield). The catalyst is ClCl.C(Cl)Cl. The product is [Br:1][C:2]1[CH:3]=[CH:4][C:5]([CH2:6][C:8]2[CH:13]=[C:12]([Br:14])[C:11]([CH2:15][C:16]3[CH:21]=[CH:20][C:19]([Br:22])=[CH:18][CH:17]=3)=[CH:10][C:9]=2[Br:24])=[CH:25][CH:26]=1. The reactants are [Br:1][C:2]1[CH:26]=[CH:25][C:5]([C:6]([C:8]2[CH:13]=[C:12]([Br:14])[C:11]([C:15](=O)[C:16]3[CH:21]=[CH:20][C:19]([Br:22])=[CH:18][CH:17]=3)=[CH:10][C:9]=2[Br:24])=O)=[CH:4][CH:3]=1.FC(F)(F)S(O)(=O)=O.C([SiH](CC)CC)C.C(=O)([O-])[O-].[Na+].[Na+]. The yield is 0.880.